From a dataset of Human liver microsome stability data. Regression/Classification. Given a drug SMILES string, predict its absorption, distribution, metabolism, or excretion properties. Task type varies by dataset: regression for continuous measurements (e.g., permeability, clearance, half-life) or binary classification for categorical outcomes (e.g., BBB penetration, CYP inhibition). Dataset: hlm. (1) The result is 0 (unstable in human liver microsomes). The molecule is Cn1cc(Cn2c(=O)c3cc(S(=O)(=O)NC4(C(F)(F)F)CC4)ccc3n(Cc3ccn(C)n3)c2=O)cn1. (2) The molecule is Cc1ccc(S(=O)(=O)N2CCC(C(=O)NC3CC3)CC2)c(C)c1. The result is 0 (unstable in human liver microsomes). (3) The compound is CCC(=O)Nc1cc(Cl)c(Oc2ccc(O)c(-c3ccc(NC(N)=O)cc3)c2)c(Cl)c1. The result is 1 (stable in human liver microsomes). (4) The result is 1 (stable in human liver microsomes). The compound is COc1ccc(-c2csc(Nc3ccc(C)cc3)n2)cc1. (5) The compound is CC(C)[C@H](NS(=O)(=O)c1ccc2c(c1)sc1cc(NC(=O)NCc3ccccc3)ccc12)C(=O)O. The result is 0 (unstable in human liver microsomes). (6) The compound is COc1ccc2c(c1)N(C)C(=O)CN2c1nc(C)nc2ccccc12. The result is 1 (stable in human liver microsomes).